This data is from Full USPTO retrosynthesis dataset with 1.9M reactions from patents (1976-2016). The task is: Predict the reactants needed to synthesize the given product. (1) Given the product [Cl:1][C:2]1[CH:3]=[C:4]([C:9]2[CH:14]=[CH:13][C:12]([CH2:15][C:18]#[N:19])=[CH:11][C:10]=2[F:17])[CH:5]=[CH:6][C:7]=1[Cl:8], predict the reactants needed to synthesize it. The reactants are: [Cl:1][C:2]1[CH:3]=[C:4]([C:9]2[CH:14]=[CH:13][C:12]([CH2:15]Br)=[CH:11][C:10]=2[F:17])[CH:5]=[CH:6][C:7]=1[Cl:8].[C-:18]#[N:19].[Na+]. (2) Given the product [C:1]([O:5][C:6](=[O:23])[NH:7][C:8]1[CH:13]=[C:12]([O:14][CH3:15])[C:11]([C:16]([F:19])([F:18])[F:17])=[CH:10][C:9]=1[NH2:20])([CH3:4])([CH3:2])[CH3:3], predict the reactants needed to synthesize it. The reactants are: [C:1]([O:5][C:6](=[O:23])[NH:7][C:8]1[CH:13]=[C:12]([O:14][CH3:15])[C:11]([C:16]([F:19])([F:18])[F:17])=[CH:10][C:9]=1[N+:20]([O-])=O)([CH3:4])([CH3:3])[CH3:2]. (3) Given the product [Br:1][C:2]1[CH:3]=[C:4]([F:10])[C:5]([C:19]2[O:23][CH:22]=[N:21][CH:20]=2)=[C:6]([F:8])[CH:7]=1, predict the reactants needed to synthesize it. The reactants are: [Br:1][C:2]1[CH:3]=[C:4]([F:10])[C:5](I)=[C:6]([F:8])[CH:7]=1.CC1(C)C(C)(C)OB([C:19]2[O:23][C:22]([Si](C(C)C)(C(C)C)C(C)C)=[N:21][CH:20]=2)O1. (4) The reactants are: [F:1][C:2]1[CH:3]=[C:4]([C:18]2[CH:23]=[CH:22][CH:21]=[CH:20][C:19]=2[O:24][C@H:25]([CH3:29])[CH2:26][CH2:27][OH:28])[CH:5]=[CH:6][C:7]=1[C:8]([O:10][CH2:11][C:12]1[CH:17]=[CH:16][CH:15]=[CH:14][CH:13]=1)=[O:9].P([O-])([O-])([O-])=O.Cl([O-])=O.[Na+].Cl[O-:40].[Na+].S([O-])([O-])=O.[Na+].[Na+].C(O)(=O)[CH2:49][C:50]([CH2:55]C(O)=O)([C:52](O)=O)O. Given the product [C:50]([O:28][C:27](=[O:40])[CH2:26][C@H:25]([O:24][C:19]1[CH:20]=[CH:21][CH:22]=[CH:23][C:18]=1[C:4]1[CH:5]=[CH:6][C:7]([C:8]([O:10][CH2:11][C:12]2[CH:17]=[CH:16][CH:15]=[CH:14][CH:13]=2)=[O:9])=[C:2]([F:1])[CH:3]=1)[CH3:29])([CH3:55])([CH3:52])[CH3:49], predict the reactants needed to synthesize it. (5) Given the product [NH2:18][C:15]1[CH:14]=[CH:13][C:12]([CH2:11][N:8]2[C:9]3[C:5](=[CH:4][CH:3]=[C:2]([F:1])[CH:10]=3)[C:6]([CH2:21][C:22]([O:24][CH2:25][CH3:26])=[O:23])=[N:7]2)=[CH:17][CH:16]=1, predict the reactants needed to synthesize it. The reactants are: [F:1][C:2]1[CH:10]=[C:9]2[C:5]([C:6]([CH2:21][C:22]([O:24][CH2:25][CH3:26])=[O:23])=[N:7][N:8]2[CH2:11][C:12]2[CH:17]=[CH:16][C:15]([N+:18]([O-])=O)=[CH:14][CH:13]=2)=[CH:4][CH:3]=1.C(OCC)(=O)C.